Dataset: HIV replication inhibition screening data with 41,000+ compounds from the AIDS Antiviral Screen. Task: Binary Classification. Given a drug SMILES string, predict its activity (active/inactive) in a high-throughput screening assay against a specified biological target. (1) The compound is Nc1ccc2c(c1)C1Oc3ccccc3CC1CO2. The result is 0 (inactive). (2) The molecule is O=C1NC2(CCCCC2)C2CCCCC(O)C12. The result is 0 (inactive). (3) The molecule is COC1=C(N)C(=O)C2=C(CCC(c3nc(C(=O)O)c(C)c(-c4ccc(OC)c(OC)c4O)c3N)N2)C1=O. The result is 0 (inactive). (4) The molecule is COc1oc(C2CC(=CC(C)=CC(C)=CC(C)=Cc3ccc([N+](=O)[O-])cc3)CO2)c(C)c(=O)c1C. The result is 0 (inactive). (5) The molecule is CC(CCC(=O)O)C1CCC2C3C(O)C(O)C4CC(O)CCC4(C)C3CCC12C. The result is 0 (inactive). (6) The molecule is COC1CCN(N(C)C)O1. The result is 0 (inactive). (7) The result is 0 (inactive). The molecule is C1CCCCCC2=C(CCCC1)CSCCCS2.